Predict the product of the given reaction. From a dataset of Forward reaction prediction with 1.9M reactions from USPTO patents (1976-2016). (1) Given the reactants [OH:1][C:2]1[CH:11]=[CH:10][C:9]([N+:12]([O-:14])=[O:13])=[CH:8][C:3]=1[C:4]([O:6][CH3:7])=[O:5].[H-].[Na+].Br[CH:18]([C:25]1[CH:30]=[CH:29][CH:28]=[CH:27][CH:26]=1)[C:19]1[CH:24]=[CH:23][CH:22]=[CH:21][CH:20]=1.[Cl-].[NH4+], predict the reaction product. The product is: [CH:18]([O:1][C:2]1[CH:11]=[CH:10][C:9]([N+:12]([O-:14])=[O:13])=[CH:8][C:3]=1[C:4]([O:6][CH3:7])=[O:5])([C:19]1[CH:24]=[CH:23][CH:22]=[CH:21][CH:20]=1)[C:25]1[CH:30]=[CH:29][CH:28]=[CH:27][CH:26]=1. (2) Given the reactants [CH2:1]([N:8]1[CH2:13][CH2:12][C:11]([NH:21][C:22]2[CH:27]=[CH:26][CH:25]=[CH:24][CH:23]=2)([C:14]2[CH:19]=[C:18]([CH3:20])[CH:17]=[CH:16][N:15]=2)[CH2:10][CH2:9]1)[C:2]1[CH:7]=[CH:6][CH:5]=[CH:4][CH:3]=1.[C:28](OC(=O)C)(=[O:30])[CH3:29], predict the reaction product. The product is: [CH2:1]([N:8]1[CH2:13][CH2:12][C:11]([N:21]([C:22]2[CH:27]=[CH:26][CH:25]=[CH:24][CH:23]=2)[C:28](=[O:30])[CH3:29])([C:14]2[CH:19]=[C:18]([CH3:20])[CH:17]=[CH:16][N:15]=2)[CH2:10][CH2:9]1)[C:2]1[CH:3]=[CH:4][CH:5]=[CH:6][CH:7]=1. (3) The product is: [CH3:1][O:2][C:3]1[CH:47]=[CH:46][CH:45]=[CH:44][C:4]=1[CH2:5][O:6][CH2:7][CH2:8][CH2:9][O:10][C:11]1[CH:12]=[CH:13][C:14]([CH:17]2[CH2:22][CH2:21][N:20]([C:23]([O:25][C:26]([CH3:29])([CH3:27])[CH3:28])=[O:24])[CH2:19][CH:18]2[O:30][CH2:31][CH2:32][O:33][C:49]2[CH:57]=[CH:56][CH:55]=[C:54]3[C:50]=2[CH2:51][O:52][C:53]3=[O:58])=[CH:15][CH:16]=1. Given the reactants [CH3:1][O:2][C:3]1[CH:47]=[CH:46][CH:45]=[CH:44][C:4]=1[CH2:5][O:6][CH2:7][CH2:8][CH2:9][O:10][C:11]1[CH:16]=[CH:15][C:14]([CH:17]2[CH2:22][CH2:21][N:20]([C:23]([O:25][C:26]([CH3:29])([CH3:28])[CH3:27])=[O:24])[CH2:19][CH:18]2[O:30][CH2:31][CH2:32][O:33]S(C2C=CC(C)=CC=2)(=O)=O)=[CH:13][CH:12]=1.O[C:49]1[CH:57]=[CH:56][CH:55]=[C:54]2[C:50]=1[CH2:51][O:52][C:53]2=[O:58], predict the reaction product. (4) The product is: [OH:36][CH2:35][CH2:12][CH2:11][CH2:10][NH:13][C:14]([C:16]1[S:17][CH:18]=[CH:19][C:20]=1[NH:21][C:22]1[CH:27]=[CH:26][N:25]=[C:24]2[NH:28][CH:29]=[CH:30][C:23]=12)=[O:15]. Given the reactants C(OC(N1[CH2:12][CH2:11][CH:10]([NH:13][C:14]([C:16]2[S:17][CH:18]=[CH:19][C:20]=2[NH:21][C:22]2[CH:27]=[CH:26][N:25]=[C:24]3[NH:28][CH:29]=[CH:30][C:23]=23)=[O:15])C1)=O)(C)(C)C.NCCC[CH2:35][OH:36], predict the reaction product. (5) Given the reactants [C:1](CP(=O)(OCC)OCC)#[N:2].[CH3:12]N1C(=O)N(C)CCC1.[H-].[Na+].[Cl:23][C:24]1[CH:25]=[C:26]([C@@H:30]2[C@@H:35]([C:36]3[CH:41]=[CH:40][C:39]([Cl:42])=[CH:38][CH:37]=3)[N:34]([C@@H:43]([CH2:46][CH3:47])[CH:44]=O)[C:33](=[O:48])[C@@H:32]([CH2:49][C:50]([O:52][C:53]([CH3:56])([CH3:55])[CH3:54])=[O:51])[CH2:31]2)[CH:27]=[CH:28][CH:29]=1, predict the reaction product. The product is: [Cl:23][C:24]1[CH:25]=[C:26]([C@@H:30]2[C@@H:35]([C:36]3[CH:37]=[CH:38][C:39]([Cl:42])=[CH:40][CH:41]=3)[N:34]([C@@H:43]([CH2:44][CH3:12])[CH:46]=[CH:47][C:1]#[N:2])[C:33](=[O:48])[C@@H:32]([CH2:49][C:50]([O:52][C:53]([CH3:56])([CH3:54])[CH3:55])=[O:51])[CH2:31]2)[CH:27]=[CH:28][CH:29]=1. (6) Given the reactants C([O:3][C:4]([C:6]1[NH:23][C:9]2[C:10]3[CH2:11][CH2:12][N:13]([C:18]([O:20][CH2:21][CH3:22])=[O:19])[CH2:14][CH2:15][C:16]=3[S:17][C:8]=2[CH:7]=1)=[O:5])C.[OH-].[K+], predict the reaction product. The product is: [CH2:21]([O:20][C:18]([N:13]1[CH2:12][CH2:11][C:10]2[C:9]3[NH:23][C:6]([C:4]([OH:5])=[O:3])=[CH:7][C:8]=3[S:17][C:16]=2[CH2:15][CH2:14]1)=[O:19])[CH3:22]. (7) The product is: [N:1]1([C:9]([O:11][C:12]([CH3:15])([CH3:14])[CH3:13])=[O:8])[CH2:7][CH2:6][CH2:5][NH:4][CH2:3][CH2:2]1. Given the reactants [NH:1]1[CH2:7][CH2:6][CH2:5][NH:4][CH2:3][CH2:2]1.[O:8](C(OC(C)(C)C)=O)[C:9]([O:11][C:12]([CH3:15])([CH3:14])[CH3:13])=O, predict the reaction product. (8) Given the reactants C(OC(N1CCN([C:14]([Cl:16])=[O:15])CC1)=O)(C)(C)C.[C:17]([O:21][C:22]([N:24]1[C@H:29]([CH3:30])[CH2:28][NH:27][CH2:26][C@@H:25]1[CH3:31])=[O:23])([CH3:20])([CH3:19])[CH3:18], predict the reaction product. The product is: [C:17]([O:21][C:22]([N:24]1[C@H:29]([CH3:30])[CH2:28][N:27]([C:14]([Cl:16])=[O:15])[CH2:26][C@@H:25]1[CH3:31])=[O:23])([CH3:20])([CH3:18])[CH3:19]. (9) Given the reactants [CH3:1][NH:2][CH3:3].[Cl:4][C:5]1[CH:36]=[CH:35][CH:34]=[CH:33][C:6]=1[CH2:7][N:8]([CH3:32])[C:9]([C:11]1[N:12]=[N:13][N:14]([CH2:17][C:18]2[CH:23]=[C:22]([C:24]([F:27])([F:26])[F:25])[CH:21]=[C:20]([C:28]([F:31])([F:30])[F:29])[CH:19]=2)[C:15]=1Cl)=[O:10], predict the reaction product. The product is: [Cl:4][C:5]1[CH:36]=[CH:35][CH:34]=[CH:33][C:6]=1[CH2:7][N:8]([CH3:32])[C:9]([C:11]1[N:12]=[N:13][N:14]([CH2:17][C:18]2[CH:23]=[C:22]([C:24]([F:26])([F:27])[F:25])[CH:21]=[C:20]([C:28]([F:29])([F:30])[F:31])[CH:19]=2)[C:15]=1[N:2]([CH3:3])[CH3:1])=[O:10]. (10) Given the reactants [Br:1][C:2]1[CH:7]=[C:6]([F:8])[CH:5]=[CH:4][C:3]=1[CH:9]1[C:14]([C:15]([O:17][CH2:18][CH3:19])=[O:16])=[C:13]([CH2:20]Br)[NH:12][C:11]([C:22]2[S:23][CH:24]=[CH:25][N:26]=2)=[N:10]1.[NH:27]1[CH2:31][CH2:30][CH2:29][CH:28]1[C:32]([OH:34])=[O:33], predict the reaction product. The product is: [Br:1][C:2]1[CH:7]=[C:6]([F:8])[CH:5]=[CH:4][C:3]=1[CH:9]1[N:10]=[C:11]([C:22]2[S:23][CH:24]=[CH:25][N:26]=2)[NH:12][C:13]([CH2:20][N:27]2[CH2:31][CH2:30][CH2:29][CH:28]2[C:32]([OH:34])=[O:33])=[C:14]1[C:15]([O:17][CH2:18][CH3:19])=[O:16].